This data is from Experimentally validated miRNA-target interactions with 360,000+ pairs, plus equal number of negative samples. The task is: Binary Classification. Given a miRNA mature sequence and a target amino acid sequence, predict their likelihood of interaction. (1) The miRNA is hsa-miR-30a-5p with sequence UGUAAACAUCCUCGACUGGAAG. The protein sequence of the target gene is MQSRLLLLGAPGGHGGPASRRMRLLLRQVVQRRPGGDRQRPEVRLLHAGSGADTGDTVNIGDVSYKLKIPKNPELVPQNYISDSLAQSVVQHLRWIMQKDLLGQDVFLIGPPGPLRRSIAMQYLELTKREVEYIALSRDTTETDLKQRREIRAGTAFYIDQCAVRAATEGRTLILEGLEKAERNVLPVLNNLLENREMQLEDGRFLMSAERYDKLLRDHTKKELDSWKIVRVSENFRVIALGLPVPRYSGNPLDPPLRSRFQARDIYYLPFKDQLKLLYSIGANVSAEKVSQLLSFATTL.... Result: 1 (interaction). (2) The miRNA is mmu-miR-190a-5p with sequence UGAUAUGUUUGAUAUAUUAGGU. The protein sequence of the target gene is MSESEEISEFGYIMELLAKGKVTIKNIEKELICPACKELFTHPLILPCQHSVCHKCVKELLLSLDDSFNDVASDSSNQSSPRLRLTSPSMDKIDKINRPGWKRNSLTPRPTTFPCPGCEHDVDLGERGVSGLFRNFTLETIVERYRQAARAATAIMCDLCKPPPQESTKSCMDCSASYCNECFKIYHPWGTVKAQHEYVGPTTNFRPKVLMCPEHETERINMYCELCRRPVCHLCKLGGNHSNHRVTTMSSAYKTLKEKLSKDIDFLIGKESQVKSQISELNLLMKETECNGERAKEEAL.... Result: 1 (interaction). (3) The miRNA is rno-miR-199a-5p with sequence CCCAGUGUUCAGACUACCUGUUC. The protein sequence of the target gene is MNFLGNPRSHTAAFLPVCWLLLNILKPGHCHSYDNRYAGDKVIRLIPKSEEEALALKNIYHQLKVDLWQPSSISYVSEGTITDVHISQNASRTLLAFLQETHIYYKVLIEDLQKAVENENSLQTQRNRRSLSEYNYEVYHSLEDIQSWLHHLNQTQPGLVRVFSIGRSYEGRPLFIMQLGRKSRAYKRAVWIDCGIHAREWIGPAFCQWFVREAILTYKTDPAMKKMLNHLYFYIMPVFNVDGYHFSWTHDRFWRKTRSRDSKFRCRGVDANRNWKVKWCDEGASAHPCDDTYCGPFPES.... Result: 0 (no interaction). (4) The miRNA is hsa-miR-339-3p with sequence UGAGCGCCUCGACGACAGAGCCG. The protein sequence of the target gene is MSSPHRASTTQQLADLSLTEGEHDEGKPLSIDYLQGHEGLIEEVLKWSEHEQLDFMDKIVHRLSHYQLGKVDNFIRPMLQRDFISNLPAHLVELILFNVNSDSLKSCEEVSTSWRCALARGQHWKKLIEKNVRSDSLWWGLSEKRQWDKFLNISRDMSVRRICEKFNYDVNIKRDKLDQLILMHVFYSKLYPKIIRDIHNIDNNWKRGNYKMTRINCQSENSKGVYCLQYDDDKIVSGLRDNTIKIWDRKDYSCSRILSGHTGSVLCLQYDNRVIISGSSDATVRVWDVETGECIKTLIH.... Result: 0 (no interaction). (5) The miRNA is hsa-miR-6838-5p with sequence AAGCAGCAGUGGCAAGACUCCU. The protein sequence of the target gene is MSQGDSNPAAIPHAAEDIQGDDRWMSQHNRFVLDCKDKEPDVLFVGDSMVQLMQQYEIWRELFSPLHALNFGIGGDTTRHVLWRLKNGELENIKPKVIVVWVGTNNHENTAEEVAGGIEAIVQLINTRQPQAKIIVLGLLPRGEKPNPLRQKNAKVNQLLKVSLPKLANVQLLDTDGGFVHSDGAISCHDMFDFLHLTGGGYAKICKPLHELIMQLLEETPEEKQTTIA. Result: 1 (interaction). (6) The protein sequence of the target gene is MLSSNDQKLEKLDSFYRPPVSKQRTSAEIISEARNALRTVRTQRPFTPREDQRKLFGPASSRSPENRPPSSFSLHASSFELSDSKPISGTRLRPLELKPKAPASPGTEDACLSFPKAPLDPAKIRKISGARARFYRAASQGMLLPDRSPPAAHSKTVDESSKPVSVGSSTARRNGTHLTASSATGQLKSPPLLTCDQGFQETTEQEVSLLSQLRRGGDPGKRRARASSCPSSSDLSRKETRAASRASSQEQETDTEVDEVFWKARIVPILHELENEEDIEEMCAACTQLHRTLEEARMLG.... Result: 0 (no interaction). The miRNA is hsa-miR-8082 with sequence UGAUGGAGCUGGGAAUACUCUG. (7) The miRNA is hsa-miR-6871-5p with sequence CAUGGGAGUUCGGGGUGGUUGC. The protein sequence of the target gene is MGKKHKKHKSDRHFYEEYVEKPLKLVLKVGGSEVTELSTGSSGHDSSLFEDRSDHDKHKDRKRKKRKKGEKQAPGEEKGRKRRRVKEDKKKRDRDRAENEVDRDLQCHVPIRLDLPPEKPLTSSLAKQEEVEQTPLQEALNQLMRQLQRKDPSAFFSFPVTDFIAPGYSMIIKHPMDFSTMKEKIKNNDYQSIEELKDNFKLMCTNAMIYNKPETIYYKAAKKLLHSGMKILSQERIQSLKQSIDFMSDLQKTRKQKERTDACQSGEDSGCWQREREDSGDAETQAFRSPAKDNKRKDKD.... Result: 0 (no interaction). (8) The miRNA is hsa-miR-4509 with sequence ACUAAAGGAUAUAGAAGGUUUU. The protein sequence of the target gene is MNNPSETSKPSMESGDGNTGTQTNGLDFQKQPVPVGGAISTAQAQAFLGHLHQVQLAGTSLQAAAQSLNVQSKSNEESGDSQQPSQPSQQPSVQAAIPQTQLMLAGGQITGLTLTPAQQQLLLQQAQAQAQLLAAAVQQHSASQQHSAAGATISASAATPMTQIPLSQPIQIAQDLQQLQQLQQQNLNLQQFVLVHPTTNLQPAQFIISQTPQGQQGLLQAQNLLTQLPQQSQANLLQSQPSITLTSQPATPTRTIAATPIQTLPQSQSTPKRIDTPSLEEPSDLEELEQFAKTFKQRRI.... Result: 1 (interaction).